Dataset: Aqueous solubility values for 9,982 compounds from the AqSolDB database. Task: Regression/Classification. Given a drug SMILES string, predict its absorption, distribution, metabolism, or excretion properties. Task type varies by dataset: regression for continuous measurements (e.g., permeability, clearance, half-life) or binary classification for categorical outcomes (e.g., BBB penetration, CYP inhibition). For this dataset (solubility_aqsoldb), we predict Y. (1) The compound is Nc1ccc(S(=O)(=O)Nc2nc(-c3ccc(-c4ccccc4)cc3)cs2)cc1. The Y is -5.61 log mol/L. (2) The molecule is CCOC(=O)OCOc1ccc(NC(C)=O)cc1. The Y is -2.43 log mol/L. (3) The drug is CCOC(=O)OC. The Y is -0.344 log mol/L. (4) The drug is C=C(C)C(=O)O[Zn]O. The Y is -4.22 log mol/L. (5) The molecule is O=c1c2cc(Cl)ccc2[nH]c2cc3c(=O)c4cc(Cl)ccc4[nH]c3cc12. The Y is -7.42 log mol/L. (6) The Y is -3.63 log mol/L. The drug is CC(CCC(=O)O)C1CCC2C3C(O)CC4CC(O)CCC4(C)C3CC(O)C12C. (7) The molecule is CCCCCCOC(=O)c1ccccc1C(=O)c1ccc(N(CC)CC)cc1O. The Y is -7.40 log mol/L. (8) The molecule is CC(C)=CC=O. The Y is 0.117 log mol/L. (9) The drug is CCCC(=O)OCCOC(=O)CCC. The Y is -2.61 log mol/L.